Dataset: Full USPTO retrosynthesis dataset with 1.9M reactions from patents (1976-2016). Task: Predict the reactants needed to synthesize the given product. Given the product [F:21][C:6]1[C:5]([CH2:4][OH:3])=[C:10]([F:11])[CH:9]=[CH:8][C:7]=1[NH:12][S:13]([C:16]1[S:17][CH:18]=[CH:19][CH:20]=1)(=[O:15])=[O:14], predict the reactants needed to synthesize it. The reactants are: C([O:3][C:4](=O)[C:5]1[C:10]([F:11])=[CH:9][CH:8]=[C:7]([NH:12][S:13]([C:16]2[S:17][CH:18]=[CH:19][CH:20]=2)(=[O:15])=[O:14])[C:6]=1[F:21])C.[AlH4-].[Li+].